Predict which catalyst facilitates the given reaction. From a dataset of Catalyst prediction with 721,799 reactions and 888 catalyst types from USPTO. (1) Reactant: C(N1CCN(C2N=C(Br)C=C3C=CSC=23)CC1)C.[CH2:19]([N:21]1[CH2:26][CH2:25][N:24]([C:27]2[N:28]=[C:29]([C:36]3[CH:41]=[CH:40][C:39]([S:42]([CH3:45])(=[O:44])=[O:43])=[CH:38][CH:37]=3)[CH:30]=[C:31]3[CH:35]=[CH:34][S:33][C:32]=23)[CH2:23][CH2:22]1)[CH3:20].[ClH:46]. Product: [ClH:46].[ClH:46].[CH2:19]([N:21]1[CH2:26][CH2:25][N:24]([C:27]2[N:28]=[C:29]([C:36]3[CH:37]=[CH:38][C:39]([S:42]([CH3:45])(=[O:44])=[O:43])=[CH:40][CH:41]=3)[CH:30]=[C:31]3[CH:35]=[CH:34][S:33][C:32]=23)[CH2:23][CH2:22]1)[CH3:20]. The catalyst class is: 13. (2) Reactant: C([O:8][C:9](=[O:25])[C@@H:10]([NH:15][C:16]([N:18]1[CH2:24][CH2:23][CH2:22][CH2:21][CH2:20][CH2:19]1)=[O:17])[CH2:11][CH:12]([CH3:14])[CH3:13])C1C=CC=CC=1. Product: [N:18]1([C:16]([NH:15][C@@H:10]([CH2:11][CH:12]([CH3:14])[CH3:13])[C:9]([OH:25])=[O:8])=[O:17])[CH2:24][CH2:23][CH2:22][CH2:21][CH2:20][CH2:19]1. The catalyst class is: 123.